This data is from Full USPTO retrosynthesis dataset with 1.9M reactions from patents (1976-2016). The task is: Predict the reactants needed to synthesize the given product. (1) Given the product [Cl:8][C:3]1[C:2]([NH:1][C:11]2[S:12]/[C:13](=[CH:17]\[C:18]3[CH:19]=[C:20]4[C:25](=[CH:26][CH:27]=3)[N:24]=[CH:23][CH:22]=[CH:21]4)/[C:14](=[O:16])[N:15]=2)=[CH:7][CH:6]=[CH:5][N:4]=1, predict the reactants needed to synthesize it. The reactants are: [NH2:1][C:2]1[C:3]([Cl:8])=[N:4][CH:5]=[CH:6][CH:7]=1.CS[C:11]1[S:12]/[C:13](=[CH:17]\[C:18]2[CH:19]=[C:20]3[C:25](=[CH:26][CH:27]=2)[N:24]=[CH:23][CH:22]=[CH:21]3)/[C:14](=[O:16])[N:15]=1.O1CCOCC1. (2) Given the product [C:28]1([C:34]2[N:1]([CH2:2][C:3]3[N:8]=[C:7]([NH2:9])[CH:6]=[CH:5][CH:4]=3)[C:37]([C:39]3[CH:40]=[CH:41][CH:42]=[CH:43][CH:44]=3)=[CH:36][CH:35]=2)[CH:33]=[CH:32][CH:31]=[CH:30][CH:29]=1, predict the reactants needed to synthesize it. The reactants are: [NH2:1][CH2:2][C:3]1[N:8]=[C:7]([NH2:9])[CH:6]=[CH:5][CH:4]=1.C1(C)C=CC=CC=1.CC1C=CC(S(O)(=O)=O)=CC=1.[C:28]1([C:34](=O)[CH2:35][CH2:36][C:37]([C:39]2[CH:44]=[CH:43][CH:42]=[CH:41][CH:40]=2)=O)[CH:33]=[CH:32][CH:31]=[CH:30][CH:29]=1.